This data is from Forward reaction prediction with 1.9M reactions from USPTO patents (1976-2016). The task is: Predict the product of the given reaction. (1) Given the reactants [CH3:1][CH:2]1[CH2:7][CH2:6][N:5]([CH:8]2[CH2:13][CH2:12][NH:11][CH2:10][CH2:9]2)[CH2:4][CH2:3]1.[Cl:14][C:15]1[C:24]2[C:19](=[CH:20][CH:21]=[CH:22][CH:23]=2)[C:18]([S:25](Cl)(=[O:27])=[O:26])=[CH:17][CH:16]=1, predict the reaction product. The product is: [Cl:14][C:15]1[C:24]2[C:19](=[CH:20][CH:21]=[CH:22][CH:23]=2)[C:18]([S:25]([N:11]2[CH2:12][CH2:13][CH:8]([N:5]3[CH2:6][CH2:7][CH:2]([CH3:1])[CH2:3][CH2:4]3)[CH2:9][CH2:10]2)(=[O:27])=[O:26])=[CH:17][CH:16]=1. (2) Given the reactants C[C@@H]1CCCN(C(C2C=C(C)C=CC=2C2C=NN(C)C=2)=O)[C@@H]1CNC1C=CC(C(F)(F)F)=CN=1.[NH2:35][CH2:36][C@@H:37]1[C@H:42]([CH3:43])[CH2:41][CH2:40][CH2:39][N:38]1[C:44]([C:46]1[CH:51]=[C:50]([CH3:52])[CH:49]=[CH:48][C:47]=1[N:53]1[CH:57]=[N:56][C:55]([CH3:58])=[N:54]1)=[O:45].Cl[C:60]1[CH:67]=[CH:66][C:63]([C:64]#[N:65])=[CH:62][N:61]=1, predict the reaction product. The product is: [CH3:43][C@@H:42]1[CH2:41][CH2:40][CH2:39][N:38]([C:44](=[O:45])[C:46]2[CH:51]=[C:50]([CH3:52])[CH:49]=[CH:48][C:47]=2[N:53]2[CH:57]=[N:56][C:55]([CH3:58])=[N:54]2)[C@@H:37]1[CH2:36][NH:35][C:60]1[CH:67]=[CH:66][C:63]([C:64]#[N:65])=[CH:62][N:61]=1. (3) Given the reactants [O:1]1[C:6]2[CH:7]=[CH:8][CH:9]=[C:10]([N:11]3[CH2:16][CH2:15][N:14]([C@H:17]([CH3:26])[CH2:18][NH:19][C:20]4[CH:25]=[CH:24][CH:23]=[CH:22][N:21]=4)[CH2:13][CH2:12]3)[C:5]=2[O:4][CH2:3][CH2:2]1.[C:27]([C:29]1[CH:37]=[CH:36][C:32]([C:33]([Cl:35])=[O:34])=[CH:31][CH:30]=1)#[N:28], predict the reaction product. The product is: [ClH:35].[C:27]([C:29]1[CH:37]=[CH:36][C:32]([C:33]([N:19]([CH2:18][C@H:17]([N:14]2[CH2:15][CH2:16][N:11]([C:10]3[C:5]4[O:4][CH2:3][CH2:2][O:1][C:6]=4[CH:7]=[CH:8][CH:9]=3)[CH2:12][CH2:13]2)[CH3:26])[C:20]2[CH:25]=[CH:24][CH:23]=[CH:22][N:21]=2)=[O:34])=[CH:31][CH:30]=1)#[N:28]. (4) Given the reactants C([Li])CCC.[CH3:6][O:7][C:8]1[CH:13]=[C:12]([O:14][C:15]([F:18])([F:17])[F:16])[CH:11]=[CH:10][C:9]=1Br.C[O:21][B:22](OC)[O:23]C.Cl, predict the reaction product. The product is: [CH3:6][O:7][C:8]1[CH:13]=[C:12]([O:14][C:15]([F:18])([F:17])[F:16])[CH:11]=[CH:10][C:9]=1[B:22]([OH:23])[OH:21].